The task is: Predict the reactants needed to synthesize the given product.. This data is from Full USPTO retrosynthesis dataset with 1.9M reactions from patents (1976-2016). (1) Given the product [Cl:12][C:7]1[CH:8]=[C:9]2[C:4](=[CH:5][CH:6]=1)[N:3]=[C:2]([N:17]1[CH2:18][CH2:19][N:14]([CH3:13])[CH2:15][CH2:16]1)[CH:11]=[N:10]2, predict the reactants needed to synthesize it. The reactants are: Cl[C:2]1[CH:11]=[N:10][C:9]2[C:4](=[CH:5][CH:6]=[C:7]([Cl:12])[CH:8]=2)[N:3]=1.[CH3:13][N:14]1[CH2:19][CH2:18][NH:17][CH2:16][CH2:15]1. (2) Given the product [C:1]([O:5][C:6](=[O:14])[NH:7][C@H:8]([CH2:12][N:29]=[N+:30]=[N-:31])[CH:9]([CH3:11])[CH3:10])([CH3:4])([CH3:3])[CH3:2], predict the reactants needed to synthesize it. The reactants are: [C:1]([O:5][C:6](=[O:14])[NH:7][C@H:8]([CH2:12]O)[CH:9]([CH3:11])[CH3:10])([CH3:4])([CH3:3])[CH3:2].C1(P([N:29]=[N+:30]=[N-:31])(C2C=CC=CC=2)=O)C=CC=CC=1.C1(P(C2C=CC=CC=2)C2C=CC=CC=2)C=CC=CC=1.CCOC(/N=N/C(OCC)=O)=O.C1(C)C=CC=CC=1. (3) Given the product [CH:1]1([N:5]2[CH2:10][CH2:9][CH:8]([O:11][CH:12]3[CH2:17][CH2:16][N:15]([C:25]4[CH:24]=[CH:23][C:20]([C:21]#[N:22])=[C:19]([F:18])[CH:26]=4)[CH2:14][CH2:13]3)[CH2:7][CH2:6]2)[CH2:4][CH2:3][CH2:2]1, predict the reactants needed to synthesize it. The reactants are: [CH:1]1([N:5]2[CH2:10][CH2:9][CH:8]([O:11][CH:12]3[CH2:17][CH2:16][NH:15][CH2:14][CH2:13]3)[CH2:7][CH2:6]2)[CH2:4][CH2:3][CH2:2]1.[F:18][C:19]1[CH:26]=[C:25](F)[CH:24]=[CH:23][C:20]=1[C:21]#[N:22].C(=O)([O-])[O-].[K+].[K+]. (4) Given the product [CH2:44]([N:43]([CH2:42][C:41]1[CH:40]=[CH:39][C:38]([Cl:37])=[CH:48][CH:47]=1)[C:11](=[O:12])[O:21][CH2:22][C@H:23]([NH:30][C:31](=[O:36])[CH2:32][CH2:33][CH:34]=[CH2:35])[C:24]1[CH:29]=[CH:28][CH:27]=[CH:26][CH:25]=1)[CH:45]=[CH2:46], predict the reactants needed to synthesize it. The reactants are: C1C([N+]([O-])=O)=CC=C([Cl-][C:11]([O-])=[O:12])C=1.C(N(CC)CC)C.[OH:21][CH2:22][C@H:23]([NH:30][C:31](=[O:36])[CH2:32][CH2:33][CH:34]=[CH2:35])[C:24]1[CH:29]=[CH:28][CH:27]=[CH:26][CH:25]=1.[Cl:37][C:38]1[CH:48]=[CH:47][C:41]([CH2:42][NH:43][CH2:44][CH:45]=[CH2:46])=[CH:40][CH:39]=1. (5) Given the product [CH:1]1([CH2:4][C:5]2[C:6]3[N:7]([C:11]([C:22]4[CH:27]=[CH:26][N:25]=[C:24]([S:28][CH3:29])[N:23]=4)=[C:12]([C:14]4[CH:15]=[CH:16][C:17]([F:20])=[CH:18][CH:19]=4)[N:13]=3)[CH:8]=[CH:9][N:10]=2)[CH2:2][CH2:3]1, predict the reactants needed to synthesize it. The reactants are: [CH:1]1([CH2:4][C:5]2[C:6]3[N:7]([CH:11]=[C:12]([C:14]4[CH:19]=[CH:18][C:17]([F:20])=[CH:16][CH:15]=4)[N:13]=3)[CH:8]=[CH:9][N:10]=2)[CH2:3][CH2:2]1.I[C:22]1[CH:27]=[CH:26][N:25]=[C:24]([S:28][CH3:29])[N:23]=1.C([O-])([O-])=O.[Cs+].[Cs+].C1C=CC(P(C2C=CC=CC=2)C2C=CC=CC=2)=CC=1. (6) The reactants are: O=[C:2]1[CH2:7][CH2:6][CH2:5][CH2:4][CH:3]1[C:8]([O:10]CC)=O.Cl.[Cl:14][C:15]1[CH:23]=[CH:22][C:18]([C:19]([NH2:21])=[NH:20])=[CH:17][CH:16]=1.CC([O-])(C)C.[K+]. Given the product [Cl:14][C:15]1[CH:23]=[CH:22][C:18]([C:19]2[N:21]=[C:8]([OH:10])[C:3]3[CH2:4][CH2:5][CH2:6][CH2:7][C:2]=3[N:20]=2)=[CH:17][CH:16]=1, predict the reactants needed to synthesize it. (7) Given the product [F:15][C:16]1[C:24]([O:25][C:26]2[C:35]3[C:30](=[CH:31][C:32]([O:1][CH2:2][C@H:3]4[CH2:7][CH2:6][CH2:5][N:4]4[C:8]([O:10][C:11]([CH3:14])([CH3:13])[CH3:12])=[O:9])=[C:33]([O:36][CH3:37])[CH:34]=3)[N:29]=[CH:28][N:27]=2)=[CH:23][CH:22]=[C:21]2[C:17]=1[CH:18]=[C:19]([CH3:39])[NH:20]2, predict the reactants needed to synthesize it. The reactants are: [OH:1][CH2:2][C@H:3]1[CH2:7][CH2:6][CH2:5][N:4]1[C:8]([O:10][C:11]([CH3:14])([CH3:13])[CH3:12])=[O:9].[F:15][C:16]1[C:24]([O:25][C:26]2[C:35]3[C:30](=[CH:31][C:32](O)=[C:33]([O:36][CH3:37])[CH:34]=3)[N:29]=[CH:28][N:27]=2)=[CH:23][CH:22]=[C:21]2[C:17]=1[CH:18]=[C:19]([CH3:39])[NH:20]2. (8) The reactants are: [Br:1][C:2]1[CH:3]=[C:4]2[C:9](=[CH:10][CH:11]=1)[NH:8][C:7](=[O:12])[CH:6]=[C:5]2[OH:13].C(O[I:18]([C:23]1[CH:28]=[CH:27][CH:26]=[CH:25][CH:24]=1)OC(=O)C)(=O)C.[F:29][C:30]([F:36])([F:35])[S:31]([OH:34])(=[O:33])=[O:32]. Given the product [F:29][C:30]([F:36])([F:35])[S:31]([O-:34])(=[O:33])=[O:32].[Br:1][C:2]1[CH:3]=[C:4]2[C:9](=[CH:10][CH:11]=1)[NH:8][C:7](=[O:12])[C:6]([I+:18][C:23]1[CH:28]=[CH:27][CH:26]=[CH:25][CH:24]=1)=[C:5]2[OH:13], predict the reactants needed to synthesize it. (9) Given the product [C:1]([O:5][C:6]([N:8]1[CH2:9][CH2:10][CH2:11][CH:12]([NH:22][C:26]([O:28][CH3:29])=[O:27])[CH2:13]1)=[O:7])([CH3:2])([CH3:3])[CH3:4], predict the reactants needed to synthesize it. The reactants are: [C:1]([O:5][C:6]([N:8]1[CH2:13][CH2:12][CH:11](NC(OC)=O)[CH2:10][CH2:9]1)=[O:7])([CH3:4])([CH3:3])[CH3:2].NC1CCC[N:22]([C:26]([O:28][C:29](C)(C)C)=[O:27])C1.